From a dataset of Forward reaction prediction with 1.9M reactions from USPTO patents (1976-2016). Predict the product of the given reaction. Given the reactants [F:1][C:2]1[C:3]([NH:24][C:25]2[CH:30]=[CH:29][C:28]([I:31])=[CH:27][C:26]=2[F:32])=[C:4]([CH:20]=[CH:21][C:22]=1[F:23])[C:5]([N:7]1[CH2:12][CH2:11][N:10](C(OC(C)(C)C)=O)[CH2:9][CH2:8]1)=[O:6].[ClH:33].O1CCOCC1.Cl, predict the reaction product. The product is: [ClH:33].[F:1][C:2]1[C:3]([NH:24][C:25]2[CH:30]=[CH:29][C:28]([I:31])=[CH:27][C:26]=2[F:32])=[C:4]([C:5]([N:7]2[CH2:12][CH2:11][NH:10][CH2:9][CH2:8]2)=[O:6])[CH:20]=[CH:21][C:22]=1[F:23].